Task: Predict the product of the given reaction.. Dataset: Forward reaction prediction with 1.9M reactions from USPTO patents (1976-2016) (1) Given the reactants [O:1]1[C:10]2[CH:9]=[C:8]([CH2:11][NH:12][C:13]3([C:26]([OH:28])=O)[CH2:18][CH2:17][N:16]([C:19]([O:21][C:22]([CH3:25])([CH3:24])[CH3:23])=[O:20])[CH2:15][CH2:14]3)[N:7]=[CH:6][C:5]=2[O:4][CH2:3][CH2:2]1.O[N:30]1[C:34]2C=CC=CC=2N=N1.CN, predict the reaction product. The product is: [O:1]1[C:10]2[CH:9]=[C:8]([CH2:11][NH:12][C:13]3([C:26]([NH:30][CH3:34])=[O:28])[CH2:18][CH2:17][N:16]([C:19]([O:21][C:22]([CH3:24])([CH3:25])[CH3:23])=[O:20])[CH2:15][CH2:14]3)[N:7]=[CH:6][C:5]=2[O:4][CH2:3][CH2:2]1. (2) The product is: [CH3:22][O:25][CH:26]=[C:13]1[C:12]2[C:17](=[CH:18][CH:19]=[C:10]([O:9][CH2:8][CH2:7][N:1]3[CH2:6][CH2:5][O:4][CH2:3][CH2:2]3)[CH:11]=2)[C:16](=[O:20])[NH:15][C:14]1=[O:21]. Given the reactants [N:1]1([CH2:7][CH2:8][O:9][C:10]2[CH:11]=[C:12]3[C:17](=[CH:18][CH:19]=2)[C:16](=[O:20])[NH:15][C:14](=[O:21])[CH2:13]3)[CH2:6][CH2:5][O:4][CH2:3][CH2:2]1.[C:22]([O:25][C:26](=O)C)(=O)C.COC(OC)OC, predict the reaction product. (3) Given the reactants Br[C:2]1[CH:7]=[CH:6][C:5]([C:8]2[N:9]=[C:10]3[CH:15]=[CH:14][C:13]([NH2:16])=[CH:12][N:11]3[CH:17]=2)=[CH:4][CH:3]=1.[B:18]1([B:18]2[O:22][C:21]([CH3:24])([CH3:23])[C:20]([CH3:26])([CH3:25])[O:19]2)[O:22][C:21]([CH3:24])([CH3:23])[C:20]([CH3:26])([CH3:25])[O:19]1.C([O-])(=O)C.[K+], predict the reaction product. The product is: [CH3:25][C:20]1([CH3:26])[C:21]([CH3:24])([CH3:23])[O:22][B:18]([C:2]2[CH:7]=[CH:6][C:5]([C:8]3[N:9]=[C:10]4[CH:15]=[CH:14][C:13]([NH2:16])=[CH:12][N:11]4[CH:17]=3)=[CH:4][CH:3]=2)[O:19]1. (4) Given the reactants [Br:1][C:2]1[CH:3]=[N:4][C:5]2[N:6]([N:8]=[C:9]([C:11]([OH:13])=O)[CH:10]=2)[CH:7]=1.[Br:14][C:15]1[CH:24]=[N:23][C:22]2[CH2:21][CH2:20][NH:19][N:18]([CH3:25])[C:17]=2[CH:16]=1, predict the reaction product. The product is: [Br:14][C:15]1[CH:24]=[N:23][C:22]2[CH2:21][CH2:20][N:19]([C:11]([C:9]3[CH:10]=[C:5]4[N:4]=[CH:3][C:2]([Br:1])=[CH:7][N:6]4[N:8]=3)=[O:13])[N:18]([CH3:25])[C:17]=2[CH:16]=1. (5) The product is: [C:1]([O:5][C:6](=[O:25])[NH:7][CH2:8][C:9]([C:18]1[CH:23]=[CH:22][C:21]([Cl:24])=[CH:20][CH:19]=1)([OH:17])[C:10]1[CH:15]=[CH:14][C:13]([C:34]2[CH:35]=[N:36][NH:37][CH:38]=2)=[CH:12][CH:11]=1)([CH3:4])([CH3:3])[CH3:2]. Given the reactants [C:1]([O:5][C:6](=[O:25])[NH:7][CH2:8][C:9]([C:18]1[CH:23]=[CH:22][C:21]([Cl:24])=[CH:20][CH:19]=1)([OH:17])[C:10]1[CH:15]=[CH:14][C:13](I)=[CH:12][CH:11]=1)([CH3:4])([CH3:3])[CH3:2].CC1(C)C(C)(C)OB([C:34]2[CH:35]=[N:36][NH:37][CH:38]=2)O1.P([O-])([O-])([O-])=O.[K+].[K+].[K+].B(O)O.N1C=CC=N1, predict the reaction product. (6) Given the reactants [CH3:1][C@H:2]1[CH2:7][N:6]2[N:8]=[CH:9][C:10]([N:11]3[CH2:15][C@@H:14]([O:16][C:17]4[N:22]=[CH:21][CH:20]=[CH:19][N:18]=4)[CH2:13][C:12]3=[O:23])=[C:5]2[CH2:4][N:3]1[C:24]([O:26]C(C)(C)C)=O.CCN(C(C)C)C(C)C.[F:40][C:41]1[CH:42]=[C:43]([NH:49]C(=O)OC2C=CC=CC=2)[CH:44]=[C:45]([F:48])[C:46]=1[F:47], predict the reaction product. The product is: [CH3:1][C@H:2]1[CH2:7][N:6]2[N:8]=[CH:9][C:10]([N:11]3[CH2:15][C@@H:14]([O:16][C:17]4[N:18]=[CH:19][CH:20]=[CH:21][N:22]=4)[CH2:13][C:12]3=[O:23])=[C:5]2[CH2:4][N:3]1[C:24]([NH:49][C:43]1[CH:42]=[C:41]([F:40])[C:46]([F:47])=[C:45]([F:48])[CH:44]=1)=[O:26].